This data is from Tyrosyl-DNA phosphodiesterase HTS with 341,365 compounds. The task is: Binary Classification. Given a drug SMILES string, predict its activity (active/inactive) in a high-throughput screening assay against a specified biological target. (1) The molecule is S(CCC(=O)NCC1OCCC1)c1ccccc1. The result is 0 (inactive). (2) The drug is O1C(CCC1)CN(Cc1c2n(nnn2)c2c(c1)cccc2C)C(=O)c1cccnc1. The result is 0 (inactive). (3) The molecule is S(c1nc(nc2n(c(=O)n(c(=O)c12)C)C)CCC)CC(=O)Nc1ccccc1. The result is 0 (inactive).